From a dataset of Catalyst prediction with 721,799 reactions and 888 catalyst types from USPTO. Predict which catalyst facilitates the given reaction. (1) Reactant: [CH3:1][C:2]1[N:7]=[C:6]2[N:8]=[C:9]([C:11]3[CH:16]=[CH:15][CH:14]=[C:13]([N+:17]([O-:19])=[O:18])[CH:12]=3)[O:10][C:5]2=[CH:4][CH:3]=1.C1C(=O)N([Br:27])C(=O)C1.C(OOC(=O)C1C=CC=CC=1)(=O)C1C=CC=CC=1.[Br-]. Product: [Br:27][CH2:1][C:2]1[N:7]=[C:6]2[N:8]=[C:9]([C:11]3[CH:16]=[CH:15][CH:14]=[C:13]([N+:17]([O-:19])=[O:18])[CH:12]=3)[O:10][C:5]2=[CH:4][CH:3]=1. The catalyst class is: 53. (2) Reactant: [Cl:1][C:2]1[CH:9]=[C:8]([F:10])[CH:7]=[CH:6][C:3]=1[C:4]#[N:5].[Li+].CC([N-]C(C)C)C.[CH2:19]1[O:21][CH2:20]1. Product: [Cl:1][C:2]1[C:9]([CH2:19][CH2:20][OH:21])=[C:8]([F:10])[CH:7]=[CH:6][C:3]=1[C:4]#[N:5]. The catalyst class is: 1. (3) Reactant: [F:1][C:2]1[CH:3]=[N:4][N:5]([C:7]2[N:12]=[C:11]([OH:13])[C:10]([C:14]([NH:16][C@@H:17]([C:30]3[CH:35]=[CH:34][C:33]([F:36])=[CH:32][CH:31]=3)[C:18]3[CH:23]=[CH:22][C:21]([P:24]([CH3:29])(=[O:28])[O:25]CC)=[CH:20][CH:19]=3)=[O:15])=[CH:9][N:8]=2)[CH:6]=1.[OH-].[Na+]. Product: [F:1][C:2]1[CH:3]=[N:4][N:5]([C:7]2[N:12]=[C:11]([OH:13])[C:10]([C:14]([NH:16][C@@H:17]([C:30]3[CH:35]=[CH:34][C:33]([F:36])=[CH:32][CH:31]=3)[C:18]3[CH:19]=[CH:20][C:21]([P:24]([CH3:29])(=[O:25])[OH:28])=[CH:22][CH:23]=3)=[O:15])=[CH:9][N:8]=2)[CH:6]=1. The catalyst class is: 12. (4) Reactant: [Br:1][C:2]1[CH:7]=[C:6]([F:8])[C:5]([O:9]C)=[CH:4][C:3]=1[CH2:11][C:12]([F:15])([F:14])[F:13].B(Br)(Br)Br. Product: [Br:1][C:2]1[C:3]([CH2:11][C:12]([F:14])([F:15])[F:13])=[CH:4][C:5]([OH:9])=[C:6]([F:8])[CH:7]=1. The catalyst class is: 2. (5) Product: [Br:15][C:8]1[C:7]2[CH:9]=[C:10]([O:13][CH3:14])[CH:11]=[CH:12][C:6]=2[O:5][C:4]=1[C:1]([OH:3])=[O:2]. Reactant: [C:1]([C:4]1[O:5][C:6]2[CH:12]=[CH:11][C:10]([O:13][CH3:14])=[CH:9][C:7]=2[CH:8]=1)([OH:3])=[O:2].[Br:15]Br. The catalyst class is: 534.